The task is: Predict the reactants needed to synthesize the given product.. This data is from Full USPTO retrosynthesis dataset with 1.9M reactions from patents (1976-2016). (1) Given the product [CH2:31]([N:38]([CH2:47][C:48]([O:50][CH2:51][CH3:52])=[O:49])[CH2:39][C:40]1[CH:41]=[CH:42][C:43]([O:46][CH2:17][CH2:16][C:14]2[CH:13]=[CH:12][CH:11]=[C:10]([N:8]([C:6]([O:5][C:1]([CH3:4])([CH3:3])[CH3:2])=[O:7])[CH3:9])[N:15]=2)=[CH:44][CH:45]=1)[C:32]1[CH:33]=[CH:34][CH:35]=[CH:36][CH:37]=1, predict the reactants needed to synthesize it. The reactants are: [C:1]([O:5][C:6]([N:8]([C:10]1[N:15]=[C:14]([CH:16](O)[CH3:17])[CH:13]=[CH:12][CH:11]=1)[CH3:9])=[O:7])([CH3:4])([CH3:3])[CH3:2].N(C(OCC)=O)=NC(OCC)=O.[CH2:31]([N:38]([CH2:47][C:48]([O:50][CH2:51][CH3:52])=[O:49])[CH2:39][C:40]1[CH:45]=[CH:44][C:43]([OH:46])=[CH:42][CH:41]=1)[C:32]1[CH:37]=[CH:36][CH:35]=[CH:34][CH:33]=1.C1C=CC(P(C2C=CC=CC=2)C2C=CC=CC=2)=CC=1. (2) Given the product [F:44][C:4]1([F:3])[CH2:9][CH2:8][CH:7]([C@H:10]([NH:37][C:38](=[O:43])[C@H:39]([CH3:42])[NH:40][CH3:41])[C:11]([N:13]2[C@H:18]([C:19]([NH:21][C@H:22]3[C:31]4[C:26](=[CH:27][CH:28]=[CH:29][CH:30]=4)[O:25][CH2:24][CH2:23]3)=[O:20])[CH2:17][N:16]3[CH2:32][C:33]([F:35])([F:36])[CH2:34][C@@H:15]3[CH2:14]2)=[O:12])[CH2:6][CH2:5]1, predict the reactants needed to synthesize it. The reactants are: Cl.Cl.[F:3][C:4]1([F:44])[CH2:9][CH2:8][CH:7]([C@H:10]([NH:37][C:38](=[O:43])[C@H:39]([CH3:42])[NH:40][CH3:41])[C:11]([N:13]2[C@H:18]([C:19]([NH:21][C@H:22]3[C:31]4[C:26](=[CH:27][CH:28]=[CH:29][CH:30]=4)[O:25][CH2:24][CH2:23]3)=[O:20])[CH2:17][N:16]3[CH2:32][C:33]([F:36])([F:35])[CH2:34][C@@H:15]3[CH2:14]2)=[O:12])[CH2:6][CH2:5]1. (3) Given the product [NH2:1][C:2]1[N:10]=[C:9]([O:11][CH2:12][CH2:13][CH2:14][CH3:15])[N:8]=[C:7]2[C:3]=1[NH:4][C:5](=[O:25])[N:6]2[CH2:16][CH2:17][N:18]1[CH2:19][CH2:20][CH:21]([NH:24][CH2:26][C:28]2[CH:29]=[C:30]([CH2:34][C:35]([O:37][CH3:38])=[O:36])[CH:31]=[CH:32][CH:33]=2)[CH2:22][CH2:23]1, predict the reactants needed to synthesize it. The reactants are: [NH2:1][C:2]1[N:10]=[C:9]([O:11][CH2:12][CH2:13][CH2:14][CH3:15])[N:8]=[C:7]2[C:3]=1[NH:4][C:5](=[O:25])[N:6]2[CH2:16][CH2:17][N:18]1[CH2:23][CH2:22][CH:21]([NH2:24])[CH2:20][CH2:19]1.[CH:26]([C:28]1[CH:29]=[C:30]([CH2:34][C:35]([O:37][CH3:38])=[O:36])[CH:31]=[CH:32][CH:33]=1)=O.C(O[BH-](OC(=O)C)OC(=O)C)(=O)C.[Na+]. (4) The reactants are: [F:1][C:2]1[CH:3]=[CH:4][C:5]([OH:36])=[C:6]([C:8]2[NH:17][CH:16]([NH:18][C@@H:19]3[CH2:23][N:22]([C:24]([O:26][C:27]([CH3:30])([CH3:29])[CH3:28])=[O:25])[CH2:21][C@H:20]3[C:31](OCC)=[O:32])[C:15]3[C:10](=[CH:11][CH:12]=[CH:13][CH:14]=3)[N:9]=2)[CH:7]=1.[H-].[H-].[H-].[H-].[Li+].[Al+3]. Given the product [F:1][C:2]1[CH:3]=[CH:4][C:5]([OH:36])=[C:6]([C:8]2[N:17]=[C:16]([NH:18][C@H:19]3[C@H:20]([CH2:31][OH:32])[CH2:21][N:22]([C:24]([O:26][C:27]([CH3:29])([CH3:28])[CH3:30])=[O:25])[CH2:23]3)[C:15]3[C:10](=[CH:11][CH:12]=[CH:13][CH:14]=3)[N:9]=2)[CH:7]=1, predict the reactants needed to synthesize it. (5) Given the product [Cl:1][C:2]1[C:3]([C:11]2[S:12][C:13]3[C:14]([NH:46][C:30]4[CH:31]=[C:26]([CH3:27])[N:25]=[CH:28][N:29]=4)=[N:15][CH:16]=[C:17]([F:20])[C:18]=3[N:19]=2)=[C:4]([CH:5]=[CH:6][CH:7]=1)[C:43]#[N:42], predict the reactants needed to synthesize it. The reactants are: [Cl:1][C:2]1[CH:7]=[CH:6][CH:5]=[C:4]([N+]([O-])=O)[C:3]=1[C:11]1[S:12][C:13]2[CH:14]=[N:15][CH:16]=[C:17]([F:20])[C:18]=2[N:19]=1.ClC1C=CC=C([N+]([O-])=O)C=1C(Cl)=[N:25][C:26]1[C:31](F)=[CH:30][N:29]=[CH:28][C:27]=1F.[NH2:42][C:43](N)=S.[N:46]1C=CC=CC=1.CCN(CC)CC. (6) Given the product [ClH:25].[CH2:1]([O:8][CH2:9][CH:10]1[CH2:11][CH2:12][C:13]([N:22]([CH3:24])[CH3:23])([C:16]2[CH:21]=[CH:20][CH:19]=[CH:18][CH:17]=2)[CH2:14][CH2:15]1)[C:2]1[CH:3]=[CH:4][CH:5]=[CH:6][CH:7]=1, predict the reactants needed to synthesize it. The reactants are: [CH2:1]([O:8][CH2:9][CH:10]1[CH2:15][CH2:14][C:13]([N:22]([CH3:24])[CH3:23])([C:16]2[CH:21]=[CH:20][CH:19]=[CH:18][CH:17]=2)[CH2:12][CH2:11]1)[C:2]1[CH:7]=[CH:6][CH:5]=[CH:4][CH:3]=1.[ClH:25].